This data is from Forward reaction prediction with 1.9M reactions from USPTO patents (1976-2016). The task is: Predict the product of the given reaction. (1) Given the reactants [CH3:1][O:2][C:3]1[CH:4]=[C:5]([CH:8]=[CH:9][CH:10]=1)[CH2:6]Br.[Mg].II.[Cl:14][C:15]1[CH:16]=[C:17]([CH:26]=[C:27]([Cl:29])[CH:28]=1)[CH2:18][N:19]1[CH:23]=[CH:22][N:21]=[C:20]1[CH:24]=[O:25], predict the reaction product. The product is: [Cl:14][C:15]1[CH:16]=[C:17]([CH:26]=[C:27]([Cl:29])[CH:28]=1)[CH2:18][N:19]1[CH:23]=[CH:22][N:21]=[C:20]1[CH:24]([OH:25])[CH2:6][C:5]1[CH:8]=[CH:9][CH:10]=[C:3]([O:2][CH3:1])[CH:4]=1. (2) Given the reactants [CH:1]1([C:7]2([CH3:15])[N:11]([CH3:12])[C:10](=[O:13])[NH:9][C:8]2=[O:14])[CH2:6][CH2:5][CH2:4][CH2:3][CH2:2]1.Cl[CH2:17][C:18]([C:20]1[CH:25]=[CH:24][C:23]([OH:26])=[CH:22][CH:21]=1)=[O:19], predict the reaction product. The product is: [CH:1]1([C:7]2([CH3:15])[N:11]([CH3:12])[C:10](=[O:13])[N:9]([CH2:17][C:18]([C:20]3[CH:25]=[CH:24][C:23]([OH:26])=[CH:22][CH:21]=3)=[O:19])[C:8]2=[O:14])[CH2:2][CH2:3][CH2:4][CH2:5][CH2:6]1. (3) Given the reactants C1(C)C=CC(S([O:10][CH2:11][CH2:12][CH:13]2[CH2:18][CH2:17][O:16][CH2:15][CH2:14]2)(=O)=O)=CC=1.[OH:20][C:21]1[CH:26]=[C:25]([OH:27])[CH:24]=[CH:23][N:22]=1.C(=O)([O-])[O-].[K+].[K+].O, predict the reaction product. The product is: [O:16]1[CH2:15][CH2:14][CH:13]([CH2:12][CH2:11][O:10][C:25]2[CH:24]=[CH:23][N:22]=[C:21]([OH:20])[CH:26]=2)[CH2:18][CH2:17]1.[O:16]1[CH2:15][CH2:14][CH:13]([CH2:12][CH2:11][O:10][C:21]2[CH:26]=[C:25]([OH:27])[CH:24]=[CH:23][N:22]=2)[CH2:18][CH2:17]1. (4) Given the reactants [C:1]([O:5][C:6](=[O:23])[NH:7][C@@H:8]([CH2:12][CH:13]1C(=O)OC(C)(C)[O:15][C:14]1=O)[CH:9]([CH3:11])[CH3:10])([CH3:4])([CH3:3])[CH3:2].C1(C)C=CC=CC=1, predict the reaction product. The product is: [C:1]([O:5][C:6]([N:7]1[C:14](=[O:15])[CH2:13][CH2:12][C@H:8]1[CH:9]([CH3:11])[CH3:10])=[O:23])([CH3:4])([CH3:3])[CH3:2]. (5) Given the reactants [F:1][C@H:2]1[C@@H:7]([O:8][C:9]2[CH:16]=[CH:15][C:14]([C:17]3[N:22]=[C:21]([NH:23][C:24]4[CH:29]=[CH:28][C:27]([N:30]5[CH2:35][CH2:34][N:33]([CH:36]6[CH2:39][O:38][CH2:37]6)[CH2:32][CH2:31]5)=[CH:26][CH:25]=4)[N:20]=[CH:19][N:18]=3)=[CH:13][C:10]=2[C:11]#[N:12])[CH2:6][CH2:5][NH:4][CH2:3]1.C([N:47]1[CH2:54][C:53]([F:56])([F:55])[CH2:52][C@H:48]1[C:49](O)=[O:50])(OC(C)(C)C)=O.CN(C(ON1N=NC2C=CC=NC1=2)=[N+](C)C)C.F[P-](F)(F)(F)(F)F, predict the reaction product. The product is: [F:55][C:53]1([F:56])[CH2:54][NH:47][C@@H:48]([C:49]([N:4]2[CH2:5][CH2:6][C@H:7]([O:8][C:9]3[CH:16]=[CH:15][C:14]([C:17]4[N:22]=[C:21]([NH:23][C:24]5[CH:29]=[CH:28][C:27]([N:30]6[CH2:31][CH2:32][N:33]([CH:36]7[CH2:39][O:38][CH2:37]7)[CH2:34][CH2:35]6)=[CH:26][CH:25]=5)[N:20]=[CH:19][N:18]=4)=[CH:13][C:10]=3[C:11]#[N:12])[C@H:2]([F:1])[CH2:3]2)=[O:50])[CH2:52]1. (6) Given the reactants [C:1]([O:9][C@@H:10]1[C@@H](O)[C@H](O)[C@@H](CO)O[C@H]1O[C@H]1[C@H](O)[C@@H](CO)O[C@@H](O[C@H]2[C@H](O)[C@@H](CO)O[C@@H](O[C@H]3[C@H](O)[C@@H](CO)O[C@@H](O[C@H]4[C@H](O)[C@@H](CO)O[C@@H](OCC5C=CC=CC=5)[C@@H:10]4[O:9][C:1](=[O:8])[C:2]4[CH:7]=[CH:6][CH:5]=[CH:4][CH:3]=4)[C@@H:10]3[O:9][C:1](=[O:8])[C:2]3[CH:7]=[CH:6][CH:5]=[CH:4][CH:3]=3)[C@@H:10]2[O:9][C:1](=[O:8])[C:2]2[CH:7]=[CH:6][CH:5]=[CH:4][CH:3]=2)[C@@H:10]1[O:9][C:1](=[O:8])[C:2]1[CH:7]=[CH:6][CH:5]=[CH:4][CH:3]=1)(=[O:8])[C:2]1[CH:7]=[CH:6][CH:5]=[CH:4][CH:3]=1.[Na].C(O)(=O)C, predict the reaction product. The product is: [C:1]([O:9][CH3:10])(=[O:8])[C:2]1[CH:7]=[CH:6][CH:5]=[CH:4][CH:3]=1.